From a dataset of Reaction yield outcomes from USPTO patents with 853,638 reactions. Predict the reaction yield, written as a fraction of the theoretical maximum amount of product (1.0 means a 100% yield; for example, 0.34 means a 34% yield). (1) The reactants are FC(F)(F)C1C=CC(CBr)=CC=1.CC1C=CC(S(O[CH2:24][CH2:25][C:26]2[CH:31]=[CH:30][CH:29]=[CH:28][CH:27]=2)(=O)=O)=CC=1.[CH3:32][C:33]1[CH:37]=[C:36]([N:38]2[CH2:42][CH2:41][NH:40][C:39]2=[O:43])[S:35][C:34]=1[C:44]([O:46][CH2:47][CH3:48])=[O:45]. No catalyst specified. The product is [CH3:32][C:33]1[CH:37]=[C:36]([N:38]2[CH2:42][CH2:41][N:40]([CH2:24][CH2:25][C:26]3[CH:27]=[CH:28][CH:29]=[CH:30][CH:31]=3)[C:39]2=[O:43])[S:35][C:34]=1[C:44]([O:46][CH2:47][CH3:48])=[O:45]. The yield is 0.630. (2) The reactants are [CH3:1][O:2][C:3]1[CH:4]=[C:5]([C:13]2[CH:18]=[CH:17][C:16]([N:19]([CH3:42])[CH2:20][CH2:21][N:22]([C:24]3[CH:25]=[CH:26][C:27]([C:30]4[CH:35]=[C:34]([O:36][CH3:37])[C:33]([O:38][CH3:39])=[C:32]([O:40][CH3:41])[CH:31]=4)=[N:28][CH:29]=3)[CH3:23])=[CH:15][N:14]=2)[CH:6]=[C:7]([O:11][CH3:12])[C:8]=1[O:9][CH3:10].[CH3:43][S:44]([OH:47])(=[O:46])=[O:45]. The catalyst is CO.C(Cl)Cl. The product is [CH3:43][S:44]([OH:47])(=[O:46])=[O:45].[CH3:43][S:44]([OH:47])(=[O:46])=[O:45].[CH3:37][O:36][C:34]1[CH:35]=[C:30]([C:27]2[CH:26]=[CH:25][C:24]([N:22]([CH3:23])[CH2:21][CH2:20][N:19]([C:16]3[CH:17]=[CH:18][C:13]([C:5]4[CH:4]=[C:3]([O:2][CH3:1])[C:8]([O:9][CH3:10])=[C:7]([O:11][CH3:12])[CH:6]=4)=[N:14][CH:15]=3)[CH3:42])=[CH:29][N:28]=2)[CH:31]=[C:32]([O:40][CH3:41])[C:33]=1[O:38][CH3:39]. The yield is 0.760. (3) The reactants are [F:1][C:2]1[CH:3]=[C:4]2[C:8](=[CH:9][CH:10]=1)[NH:7][C:6](=[O:11])[CH2:5]2.C[Si]([N-][Si](C)(C)C)(C)C.[Li+].OC1CNC([CH2:29][C:30]2[N:35]=[C:34]3[CH2:36][O:37][C:38](=O)[C:33]3=[CH:32][CH:31]=2)CC1.Cl.[O:41]1[CH2:46][CH2:45]OCC1. The catalyst is C1COCC1. The product is [F:1][C:2]1[CH:3]=[C:4]2[C:8](=[CH:9][CH:10]=1)[NH:7][C:6](=[O:11])[C:5]2=[C:38]1[C:33]2[C:34](=[N:35][C:30]([CH2:29][N:7]3[CH2:8][CH2:45][CH:46]([OH:41])[CH2:5][CH2:6]3)=[CH:31][CH:32]=2)[CH2:36][O:37]1. The yield is 0.300. (4) The reactants are [H-].[Na+].[CH3:3][O:4][C:5]1[CH:10]=[C:9]([C:11]2[N:12]([CH3:18])[C:13]([NH:16][CH3:17])=[N:14][N:15]=2)[CH:8]=[CH:7][N:6]=1.CS(O[CH2:24][C:25]1[N:29]=[C:28]([C:30]2[CH:35]=[CH:34][CH:33]=[C:32]([C:36]#[N:37])[CH:31]=2)[O:27][N:26]=1)(=O)=O. The catalyst is CN(C=O)C. The product is [CH3:3][O:4][C:5]1[CH:10]=[C:9]([C:11]2[N:12]([CH3:18])[C:13]([N:16]([CH2:24][C:25]3[N:29]=[C:28]([C:30]4[CH:31]=[C:32]([CH:33]=[CH:34][CH:35]=4)[C:36]#[N:37])[O:27][N:26]=3)[CH3:17])=[N:14][N:15]=2)[CH:8]=[CH:7][N:6]=1. The yield is 0.423. (5) The reactants are [C:1]1([CH2:7][N:8]2[C:13](=[O:14])[CH2:12][C:11](=[O:15])[N:10]([CH2:16][CH2:17][CH3:18])[C:9]2=[O:19])[CH:6]=[CH:5][CH:4]=[CH:3][CH:2]=1.C(N(C(C)C)CC)(C)C.[N:29]([CH2:32][C:33]([O:35]CC)=[O:34])=[C:30]=[O:31]. The catalyst is C(Cl)(Cl)Cl. The product is [OH:15][C:11]1[N:10]([CH2:16][CH2:17][CH3:18])[C:9](=[O:19])[N:8]([CH2:7][C:1]2[CH:2]=[CH:3][CH:4]=[CH:5][CH:6]=2)[C:13](=[O:14])[C:12]=1[C:30]([NH:29][CH2:32][C:33]([OH:35])=[O:34])=[O:31]. The yield is 0.710.